This data is from Catalyst prediction with 721,799 reactions and 888 catalyst types from USPTO. The task is: Predict which catalyst facilitates the given reaction. (1) Reactant: [Br:1][C:2]1[CH:11]=[C:10]2[C:5]([CH2:6][CH2:7][C:8]3[N:9]2[C:12]([C:20]2[S:21][CH:22]=[CH:23][CH:24]=2)=[N:13][C:14]=3[C:15]([O:17]CC)=[O:16])=[CH:4][C:3]=1[O:25][CH3:26].[OH-].[K+]. Product: [Br:1][C:2]1[CH:11]=[C:10]2[C:5]([CH2:6][CH2:7][C:8]3[N:9]2[C:12]([C:20]2[S:21][CH:22]=[CH:23][CH:24]=2)=[N:13][C:14]=3[C:15]([OH:17])=[O:16])=[CH:4][C:3]=1[O:25][CH3:26]. The catalyst class is: 20. (2) Reactant: B.C1COCC1.[CH:7]([O:10][CH2:11][C:12]1[N:17]=[CH:16][C:15]([C:18]#[N:19])=[CH:14][CH:13]=1)([CH3:9])[CH3:8]. Product: [NH2:19][CH2:18][C:15]1[CH:16]=[N:17][C:12]([CH2:11][O:10][CH:7]([CH3:9])[CH3:8])=[CH:13][CH:14]=1. The catalyst class is: 33. (3) Reactant: [NH2:1][C:2]1[CH:7]=[CH:6][C:5]([N+:8]([O-:10])=[O:9])=[CH:4][C:3]=1[OH:11].Br[CH:13]([C:18]1[CH:23]=[CH:22][CH:21]=[CH:20][CH:19]=1)[C:14](OC)=[O:15].C(=O)([O-])[O-].[K+].[K+]. Product: [N+:8]([C:5]1[CH:6]=[CH:7][C:2]2[NH:1][C:14](=[O:15])[CH:13]([C:18]3[CH:23]=[CH:22][CH:21]=[CH:20][CH:19]=3)[O:11][C:3]=2[CH:4]=1)([O-:10])=[O:9]. The catalyst class is: 3. (4) Reactant: [F:1][C:2]1[C:7]([F:8])=[C:6]([N+:9]([O-:11])=[O:10])[CH:5]=[CH:4][C:3]=1[CH2:12]C(O)=O.FC1C(F)=CC=C([N+]([O-])=O)C=1CC(O)=O.C(=O)([O-])[O-].[K+].[K+].FC1C(F)=CC=C([N+]([O-])=O)C=1C. Product: [F:1][C:2]1[C:7]([F:8])=[C:6]([N+:9]([O-:11])=[O:10])[CH:5]=[CH:4][C:3]=1[CH3:12]. The catalyst class is: 9. (5) Reactant: [C:1]([O:5][C:6]([N:8]([CH3:59])[C@H:9]([C:13]([NH:15][C@H:16]([C:20]([N:22]([C@@H:24]([C@@H:55]([CH3:58])[CH2:56][CH3:57])[C@H:25]([O:53][CH3:54])[CH2:26][C:27]([N:29]1[CH2:33][CH2:32][CH2:31][C@H:30]1[C@H:34]([O:51][CH3:52])[C@@H:35]([CH3:50])[C:36]([NH:38][C@H:39]([C:47](O)=[O:48])[CH2:40][C:41]1[CH:46]=[CH:45][CH:44]=[CH:43][CH:42]=1)=[O:37])=[O:28])[CH3:23])=[O:21])[CH:17]([CH3:19])[CH3:18])=[O:14])[CH:10]([CH3:12])[CH3:11])=[O:7])([CH3:4])([CH3:3])[CH3:2].[CH2:60]([NH2:67])[C:61]1[CH:66]=[CH:65][CH:64]=[CH:63][CH:62]=1.C(N(CC)C(C)C)(C)C.C1C=CC2N(O)N=NC=2C=1.C(Cl)CCl. The catalyst class is: 3. Product: [C:1]([O:5][C:6]([N:8]([CH3:59])[C@H:9]([C:13]([NH:15][C@H:16]([C:20]([N:22]([C@@H:24]([C@@H:55]([CH3:58])[CH2:56][CH3:57])[C@H:25]([O:53][CH3:54])[CH2:26][C:27]([N:29]1[CH2:33][CH2:32][CH2:31][C@H:30]1[C@H:34]([O:51][CH3:52])[C@@H:35]([CH3:50])[C:36]([NH:38][C@@H:39]([CH2:40][C:41]1[CH:42]=[CH:43][CH:44]=[CH:45][CH:46]=1)[C:47]([NH:67][CH2:60][C:61]1[CH:66]=[CH:65][CH:64]=[CH:63][CH:62]=1)=[O:48])=[O:37])=[O:28])[CH3:23])=[O:21])[CH:17]([CH3:18])[CH3:19])=[O:14])[CH:10]([CH3:12])[CH3:11])=[O:7])([CH3:2])([CH3:4])[CH3:3]. (6) Reactant: [C:1]([O:5][C:6]([N:8]1[CH2:13][CH2:12][CH:11]([CH2:14][O:15][C:16]2[CH:17]=[CH:18][C:19]([C:22]3[CH:30]=[CH:29][C:25]([C:26]([OH:28])=O)=[CH:24][CH:23]=3)=[N:20][CH:21]=2)[CH2:10][CH2:9]1)=[O:7])([CH3:4])([CH3:3])[CH3:2].[CH3:31][O:32][CH2:33][CH2:34][NH2:35].C1C=CC2N(O)N=NC=2C=1.C(Cl)CCl.C(N(CC)CC)C. Product: [CH3:31][O:32][CH2:33][CH2:34][NH:35][C:26]([C:25]1[CH:24]=[CH:23][C:22]([C:19]2[N:20]=[CH:21][C:16]([O:15][CH2:14][CH:11]3[CH2:12][CH2:13][N:8]([C:6]([O:5][C:1]([CH3:2])([CH3:4])[CH3:3])=[O:7])[CH2:9][CH2:10]3)=[CH:17][CH:18]=2)=[CH:30][CH:29]=1)=[O:28]. The catalyst class is: 5. (7) Reactant: [Cl:1][C:2]1[CH:7]=[C:6]([Cl:8])[CH:5]=[CH:4][C:3]=1[C:9]1([C:12](Cl)=[O:13])[CH2:11][CH2:10]1.C(N(CC)CC)C.[CH2:22]([O:24][C:25](=[O:49])[CH2:26][C:27]1[CH:28]=[C:29]([C:35]2[CH:40]=[CH:39][C:38]([C:41]([F:44])([F:43])[F:42])=[CH:37][C:36]=2[CH2:45][NH:46][CH2:47][CH3:48])[C:30]([O:33][CH3:34])=[CH:31][CH:32]=1)[CH3:23].O. Product: [CH2:22]([O:24][C:25](=[O:49])[CH2:26][C:27]1[CH:28]=[C:29]([C:35]2[CH:40]=[CH:39][C:38]([C:41]([F:44])([F:42])[F:43])=[CH:37][C:36]=2[CH2:45][N:46]([C:12]([C:9]2([C:3]3[CH:4]=[CH:5][C:6]([Cl:8])=[CH:7][C:2]=3[Cl:1])[CH2:11][CH2:10]2)=[O:13])[CH2:47][CH3:48])[C:30]([O:33][CH3:34])=[CH:31][CH:32]=1)[CH3:23]. The catalyst class is: 2.